From a dataset of Reaction yield outcomes from USPTO patents with 853,638 reactions. Predict the reaction yield, written as a fraction of the theoretical maximum amount of product (1.0 means a 100% yield; for example, 0.34 means a 34% yield). (1) The reactants are [NH:1]1[C:10]2[C:5](=[CH:6][C:7]([OH:11])=[CH:8][CH:9]=2)[CH2:4][CH2:3][CH2:2]1.N1C=CN=C1.[CH3:17][C:18]([Si:21](Cl)([CH3:23])[CH3:22])([CH3:20])[CH3:19]. The catalyst is C(Cl)Cl.O. The product is [C:18]([Si:21]([CH3:23])([CH3:22])[O:11][C:7]1[CH:6]=[C:5]2[C:10](=[CH:9][CH:8]=1)[NH:1][CH2:2][CH2:3][CH2:4]2)([CH3:20])([CH3:19])[CH3:17]. The yield is 0.970. (2) The reactants are [CH3:1][C:2]1[CH:6]=[C:5]([CH3:7])[NH:4][C:3]=1[CH:8]=[O:9].[Cl:10][C:11]1[CH:18]=[C:17]([Cl:19])[CH:16]=[CH:15][C:12]=1[CH2:13]Cl.CN(C)C=O.[H-].[Na+]. The catalyst is O. The product is [Cl:10][C:11]1[CH:18]=[C:17]([Cl:19])[CH:16]=[CH:15][C:12]=1[CH2:13][N:4]1[C:5]([CH3:7])=[CH:6][C:2]([CH3:1])=[C:3]1[CH:8]=[O:9]. The yield is 0.650. (3) The reactants are [CH2:1]([N:3]([CH2:19][CH3:20])[C:4]([C:6]1[CH:14]=[C:13]2[C:9]([C:10]([CH2:15][C@H:16]([NH2:18])[CH3:17])=[CH:11][NH:12]2)=[CH:8][CH:7]=1)=[O:5])[CH3:2].[CH2:21]([O:28][C:29]1[CH:34]=[CH:33][C:32]([C@@H:35]([O:38][Si:39]([CH2:44][CH3:45])([CH2:42][CH3:43])[CH2:40][CH3:41])[CH2:36]I)=[CH:31][C:30]=1[NH:46][S:47]([CH3:50])(=[O:49])=[O:48])[C:22]1[CH:27]=[CH:26][CH:25]=[CH:24][CH:23]=1. The catalyst is C(#N)C. The product is [CH2:19]([N:3]([CH2:1][CH3:2])[C:4]([C:6]1[CH:14]=[C:13]2[C:9]([C:10]([CH2:15][C@H:16]([NH:18][CH2:36][C@@H:35]([C:32]3[CH:33]=[CH:34][C:29]([O:28][CH2:21][C:22]4[CH:23]=[CH:24][CH:25]=[CH:26][CH:27]=4)=[C:30]([NH:46][S:47]([CH3:50])(=[O:49])=[O:48])[CH:31]=3)[O:38][Si:39]([CH2:40][CH3:41])([CH2:42][CH3:43])[CH2:44][CH3:45])[CH3:17])=[CH:11][NH:12]2)=[CH:8][CH:7]=1)=[O:5])[CH3:20]. The yield is 0.370. (4) The reactants are [Cl:1][C:2]1[N:7]=[C:6]([C:8]2[S:12][C:11]([CH:13]([CH3:15])[CH3:14])=[N:10][C:9]=2[C:16]2[CH:17]=[C:18]([NH:22][S:23]([C:26]3[C:31](F)=[CH:30][CH:29]=C[C:27]=3F)(=[O:25])=[O:24])[CH:19]=[CH:20][CH:21]=2)[CH:5]=[CH:4][N:3]=1.ClC1N=C(C2SC(C(C)C)=NC=2C2C=C(C=CC=2)N)C=C[N:36]=1.N1C=CC=C(S(Cl)(=O)=O)C=1. No catalyst specified. The product is [Cl:1][C:2]1[N:7]=[C:6]([C:8]2[S:12][C:11]([CH:13]([CH3:14])[CH3:15])=[N:10][C:9]=2[C:16]2[CH:17]=[C:18]([NH:22][S:23]([C:26]3[CH:27]=[N:36][CH:29]=[CH:30][CH:31]=3)(=[O:25])=[O:24])[CH:19]=[CH:20][CH:21]=2)[CH:5]=[CH:4][N:3]=1. The yield is 0.720. (5) The reactants are [NH:1]1[C:5]2[CH:6]=[CH:7][CH:8]=[CH:9][C:4]=2[N:3]=[C:2]1[C:10]([OH:12])=O.CN(C(ON1N=NC2C=CC=NC1=2)=[N+](C)C)C.F[P-](F)(F)(F)(F)F.Cl.[OH:38][CH:39]1[CH2:42][NH:41][CH2:40]1.C(N(C(C)C)CC)(C)C.Cl. The catalyst is CN(C=O)C.C(Cl)Cl.CO.O. The product is [NH:3]1[C:4]2[CH:9]=[CH:8][CH:7]=[CH:6][C:5]=2[N:1]=[C:2]1[C:10]([N:41]1[CH2:42][CH:39]([OH:38])[CH2:40]1)=[O:12]. The yield is 0.238. (6) The reactants are [OH:1][CH2:2][C:3]1[CH:4]=[C:5]([CH:34]=[CH:35][CH:36]=1)[C:6]([NH:8][C@@H:9]1[C:20]2[C:14](=[CH:15][CH:16]=[C:17]([S:22][CH3:23])[C:18](=[O:21])[CH:19]=2)[C:13]2[C:24]([O:32][CH3:33])=[C:25]([O:30][CH3:31])[C:26]([O:28][CH3:29])=[CH:27][C:12]=2[CH2:11][CH2:10]1)=[O:7].[CH3:37][S:38](Cl)(=[O:40])=[O:39].C(N(CC)CC)C. The catalyst is ClCCl. The product is [CH3:33][O:32][C:24]1[C:13]2[C:14]3[C:20]([C@@H:9]([NH:8][C:6]([C:5]4[CH:4]=[C:3]([CH:36]=[CH:35][CH:34]=4)[CH2:2][O:1][S:38]([CH3:37])(=[O:40])=[O:39])=[O:7])[CH2:10][CH2:11][C:12]=2[CH:27]=[C:26]([O:28][CH3:29])[C:25]=1[O:30][CH3:31])=[CH:19][C:18](=[O:21])[C:17]([S:22][CH3:23])=[CH:16][CH:15]=3. The yield is 0.626. (7) The reactants are [CH3:1][N:2]1[C:6]([C:7]2[CH:8]=[C:9]([NH2:22])[CH:10]=[CH:11][C:12]=2[O:13][CH2:14][CH2:15][N:16]2[CH2:21][CH2:20][S:19][CH2:18][CH2:17]2)=[CH:5][CH:4]=[N:3]1.C(Cl)Cl.N1C=CC=CC=1.Cl[C:33]([O:35][CH:36]([CH3:38])[CH3:37])=[O:34]. The catalyst is CS(C)=O. The product is [CH:36]([O:35][C:33](=[O:34])[NH:22][C:9]1[CH:10]=[CH:11][C:12]([O:13][CH2:14][CH2:15][N:16]2[CH2:17][CH2:18][S:19][CH2:20][CH2:21]2)=[C:7]([C:6]2[N:2]([CH3:1])[N:3]=[CH:4][CH:5]=2)[CH:8]=1)([CH3:38])[CH3:37]. The yield is 0.840.